From a dataset of Full USPTO retrosynthesis dataset with 1.9M reactions from patents (1976-2016). Predict the reactants needed to synthesize the given product. (1) Given the product [CH3:34][C:23]1[CH:22]=[C:21]([C:19]([N:10]2[C:11]3[CH:18]=[CH:17][CH:16]=[CH:15][C:12]=3[CH2:13][N:14]3[C:5]([C:3]([NH:43][CH2:42][C:41]4[CH:44]=[CH:45][CH:46]=[C:39]([C:38]([F:47])([F:48])[F:37])[CH:40]=4)=[O:4])=[CH:6][CH:7]=[C:8]3[CH2:9]2)=[O:20])[CH:26]=[CH:25][C:24]=1[C:27]1[CH:32]=[CH:31][CH:30]=[CH:29][C:28]=1[CH3:33], predict the reactants needed to synthesize it. The reactants are: ClC(Cl)(Cl)[C:3]([C:5]1[N:14]2[C:8]([CH2:9][N:10]([C:19]([C:21]3[CH:26]=[CH:25][C:24]([C:27]4[CH:32]=[CH:31][CH:30]=[CH:29][C:28]=4[CH3:33])=[C:23]([CH3:34])[CH:22]=3)=[O:20])[C:11]3[CH:18]=[CH:17][CH:16]=[CH:15][C:12]=3[CH2:13]2)=[CH:7][CH:6]=1)=[O:4].[F:37][C:38]([F:48])([F:47])[C:39]1[CH:40]=[C:41]([CH:44]=[CH:45][CH:46]=1)[CH2:42][NH2:43]. (2) The reactants are: [CH3:1][CH:2]([OH:6])[CH2:3][C:4]#[CH:5].[O:7]1[CH:12]=[CH:11][CH2:10][CH2:9][CH2:8]1.N1C=CC=CC=1.C1(C)C=CC(S(O)(=O)=O)=CC=1. Given the product [CH3:1][CH:2]([O:6][CH:8]1[CH2:9][CH2:10][CH2:11][CH2:12][O:7]1)[CH2:3][C:4]#[CH:5], predict the reactants needed to synthesize it. (3) Given the product [CH2:1]([O:8][C:9]1[CH:10]=[C:11]2[C:15](=[CH:16][C:17]=1[O:18][CH3:19])[NH:14][CH:13]=[C:12]2[C:20](=[O:24])[C:21]([O:28][CH3:27])=[O:22])[C:2]1[CH:3]=[CH:4][CH:5]=[CH:6][CH:7]=1, predict the reactants needed to synthesize it. The reactants are: [CH2:1]([O:8][C:9]1[CH:10]=[C:11]2[C:15](=[CH:16][C:17]=1[O:18][CH3:19])[NH:14][CH:13]=[CH:12]2)[C:2]1[CH:7]=[CH:6][CH:5]=[CH:4][CH:3]=1.[C:20](Cl)(=[O:24])[C:21](Cl)=[O:22].C[CH2:27][O:28]CC. (4) Given the product [Cl:3][C:4]1[C:5]([CH2:17][O:18][CH3:20])=[N:6][CH:7]=[C:8]([N:10]2[C:14]([CH3:15])=[CH:13][C:12]([CH3:16])=[N:11]2)[N:9]=1, predict the reactants needed to synthesize it. The reactants are: [H-].[Na+].[Cl:3][C:4]1[C:5]([CH2:17][OH:18])=[N:6][CH:7]=[C:8]([N:10]2[C:14]([CH3:15])=[CH:13][C:12]([CH3:16])=[N:11]2)[N:9]=1.I[CH3:20].O. (5) Given the product [OH:8][CH:9]1[CH2:13][CH2:12][N:11]([C:14]2[CH:22]=[CH:21][CH:20]=[C:19]3[C:15]=2[CH:16]=[CH:17][N:18]3[C:23]2[CH:28]=[CH:27][N:26]=[C:25]([NH:29][CH:30]3[CH2:31][CH2:32][CH:33]([NH:36][S:37]([CH3:40])(=[O:38])=[O:39])[CH2:34][CH2:35]3)[N:24]=2)[CH2:10]1, predict the reactants needed to synthesize it. The reactants are: [Si]([O:8][CH:9]1[CH2:13][CH2:12][N:11]([C:14]2[CH:22]=[CH:21][CH:20]=[C:19]3[C:15]=2[CH:16]=[CH:17][N:18]3[C:23]2[CH:28]=[CH:27][N:26]=[C:25]([NH:29][CH:30]3[CH2:35][CH2:34][CH:33]([NH:36][S:37]([CH3:40])(=[O:39])=[O:38])[CH2:32][CH2:31]3)[N:24]=2)[CH2:10]1)(C(C)(C)C)(C)C.CCCC[N+](CCCC)(CCCC)CCCC.[F-].